This data is from Forward reaction prediction with 1.9M reactions from USPTO patents (1976-2016). The task is: Predict the product of the given reaction. (1) Given the reactants Cl[C:2]1[CH:3]=[CH:4][C:5]2[C:10](=[O:11])[NH:9][CH:8]([C:12]3[CH:17]=[CH:16][CH:15]=[C:14]([F:18])[CH:13]=3)[NH:7][C:6]=2[N:19]=1.[F:20][C:21]1[CH:26]=[CH:25][C:24]([C:27]2[O:28][C:29]3[CH:39]=[C:38]([N:40]([CH3:45])[S:41]([CH3:44])(=[O:43])=[O:42])[C:37](B4OC(C)(C)C(C)(C)O4)=[CH:36][C:30]=3[C:31]=2[C:32]([NH:34][CH3:35])=[O:33])=[CH:23][CH:22]=1.CC(C1C=C(C(C)C)C(C2C=CC=CC=2P(C2CCCCC2)C2CCCCC2)=C(C(C)C)C=1)C.CCOC(C)=O, predict the reaction product. The product is: [F:20][C:21]1[CH:26]=[CH:25][C:24]([C:27]2[O:28][C:29]3[CH:39]=[C:38]([N:40]([CH3:45])[S:41]([CH3:44])(=[O:42])=[O:43])[C:37]([C:2]4[CH:3]=[CH:4][C:5]5[C:10](=[O:11])[NH:9][CH:8]([C:12]6[CH:17]=[CH:16][CH:15]=[C:14]([F:18])[CH:13]=6)[NH:7][C:6]=5[N:19]=4)=[CH:36][C:30]=3[C:31]=2[C:32]([NH:34][CH3:35])=[O:33])=[CH:23][CH:22]=1. (2) Given the reactants C(N(CC)CC)C.[Cl:8][C:9]1[CH:10]=[C:11]([C:15]2[N:20]=[C:19]([C:21]([OH:23])=O)[CH:18]=[N:17][C:16]=2[CH:24]2[CH2:26][CH2:25]2)[CH:12]=[CH:13][CH:14]=1.CN(C(ON1N=NC2C=CC=CC1=2)=[N+](C)C)C.[B-](F)(F)(F)F.CCN(C(C)C)C(C)C.Cl.[CH3:59][C:60]([CH3:67])([C:62]1[S:63][CH:64]=[CH:65][N:66]=1)[NH2:61], predict the reaction product. The product is: [CH3:59][C:60]([NH:61][C:21]([C:19]1[CH:18]=[N:17][C:16]([CH:24]2[CH2:26][CH2:25]2)=[C:15]([C:11]2[CH:12]=[CH:13][CH:14]=[C:9]([Cl:8])[CH:10]=2)[N:20]=1)=[O:23])([C:62]1[S:63][CH:64]=[CH:65][N:66]=1)[CH3:67]. (3) Given the reactants [CH3:1][O:2][C:3]([C:5]1[S:6][C:7]([CH3:11])=[CH:8][C:9]=1Br)=[O:4].[Cu](C#N)[C:13]#[N:14], predict the reaction product. The product is: [CH3:1][O:2][C:3]([C:5]1[S:6][C:7]([CH3:11])=[CH:8][C:9]=1[C:13]#[N:14])=[O:4]. (4) Given the reactants [CH:1]1([N:13]2[CH2:18][CH2:17][CH:16]([N:19]3[C:29]4[C:24](=[CH:25][CH:26]=[CH:27][CH:28]=4)[C:21]4([CH2:23][O:22]4)[C:20]3=[O:30])[CH2:15][CH2:14]2)[C:11]2=[C:12]3[C:7](=[CH:8][CH:9]=[CH:10]2)[CH:6]=[CH:5][CH:4]=[C:3]3[CH2:2]1.[CH3:31][NH2:32], predict the reaction product. The product is: [CH:1]1([N:13]2[CH2:18][CH2:17][CH:16]([N:19]3[C:29]4[C:24](=[CH:25][CH:26]=[CH:27][CH:28]=4)[C:21]([OH:22])([CH2:23][NH:32][CH3:31])[C:20]3=[O:30])[CH2:15][CH2:14]2)[C:11]2=[C:12]3[C:7](=[CH:8][CH:9]=[CH:10]2)[CH:6]=[CH:5][CH:4]=[C:3]3[CH2:2]1.